This data is from Reaction yield outcomes from USPTO patents with 853,638 reactions. The task is: Predict the reaction yield, written as a fraction of the theoretical maximum amount of product (1.0 means a 100% yield; for example, 0.34 means a 34% yield). The reactants are [H-].[Na+].[Br:3][C:4]1[CH:9]=[CH:8][C:7]([CH2:10][C:11]([O:13][CH3:14])=[O:12])=[CH:6][CH:5]=1.I[CH2:16][CH2:17][CH2:18][CH2:19][CH2:20]I. The catalyst is O1CCCC1. The product is [Br:3][C:4]1[CH:5]=[CH:6][C:7]([C:10]2([C:11]([O:13][CH3:14])=[O:12])[CH2:20][CH2:19][CH2:18][CH2:17][CH2:16]2)=[CH:8][CH:9]=1. The yield is 0.990.